This data is from Full USPTO retrosynthesis dataset with 1.9M reactions from patents (1976-2016). The task is: Predict the reactants needed to synthesize the given product. (1) Given the product [C:20]([O:23][C:24](=[O:25])[NH:6][C:5]1[CH:7]=[C:8]([O:11][CH3:12])[C:9]([CH3:10])=[C:3]([O:2][CH3:1])[CH:4]=1)([CH3:22])([CH3:21])[CH3:19], predict the reactants needed to synthesize it. The reactants are: [CH3:1][O:2][C:3]1[CH:4]=[C:5]([CH:7]=[C:8]([O:11][CH3:12])[C:9]=1[CH3:10])[NH2:6].C(=O)([O-])[O-].[K+].[K+].[CH3:19][C:20]([O:23][C:24](O[C:24]([O:23][C:20]([CH3:22])([CH3:21])[CH3:19])=[O:25])=[O:25])([CH3:22])[CH3:21]. (2) Given the product [Cl:1][C:2]1[CH:3]=[C:4]([C:16]([NH:19][CH2:20][C:21]2[C:22](=[O:29])[NH:23][C:24]([CH3:28])=[CH:25][C:26]=2[CH3:27])=[O:18])[C:5]2[C:10]([CH3:11])=[N:9][N:8]([C:12]([CH3:13])([CH3:14])[CH3:15])[C:6]=2[N:7]=1, predict the reactants needed to synthesize it. The reactants are: [Cl:1][C:2]1[CH:3]=[C:4]([C:16]([OH:18])=O)[C:5]2[C:10]([CH3:11])=[N:9][N:8]([C:12]([CH3:15])([CH3:14])[CH3:13])[C:6]=2[N:7]=1.[NH2:19][CH2:20][C:21]1[C:22](=[O:29])[NH:23][C:24]([CH3:28])=[CH:25][C:26]=1[CH3:27].CN1CCOCC1.ON1C2N=CC=CC=2N=N1.C(Cl)CCl. (3) Given the product [F:1][C:2]1[CH:3]=[C:4]([CH:5]=[CH:6][C:7]=1[O:8][C:9]1[CH:10]=[N:11][CH:12]=[C:13]([C:15]([F:16])([F:17])[F:18])[CH:14]=1)[CH2:19][O:20][C:22]1[CH:23]=[C:24]2[N:31]([CH3:32])[C:30]([CH3:34])([CH3:33])[CH2:29][N:25]2[C:26](=[O:28])[N:27]=1, predict the reactants needed to synthesize it. The reactants are: [F:1][C:2]1[CH:3]=[C:4]([CH2:19][OH:20])[CH:5]=[CH:6][C:7]=1[O:8][C:9]1[CH:10]=[N:11][CH:12]=[C:13]([C:15]([F:18])([F:17])[F:16])[CH:14]=1.Cl[C:22]1[CH:23]=[C:24]2[N:31]([CH3:32])[C:30]([CH3:34])([CH3:33])[CH2:29][N:25]2[C:26](=[O:28])[N:27]=1. (4) Given the product [CH3:22][O:21][C:18]1[CH:19]=[C:20]2[C:15](=[CH:16][C:17]=1[O:23][CH2:24][CH2:25][O:26][CH3:27])[N:14]=[CH:13][CH:12]=[C:11]2[NH:10][C:6]1[C:7]([CH:8]=[C:2]([O:46][C:43]2[CH:42]=[CH:41][C:40]([C:32]([CH3:33])([C:34]3[CH:35]=[CH:36][CH:37]=[CH:38][CH:39]=3)[CH3:31])=[CH:45][CH:44]=2)[C:3](=[O:4])[CH:5]=1)=[O:9], predict the reactants needed to synthesize it. The reactants are: Cl[C:2]1[C:3]([CH:5]=[C:6]([NH:10][C:11]2[C:20]3[C:15](=[CH:16][C:17]([O:23][CH2:24][CH2:25][O:26][CH3:27])=[C:18]([O:21][CH3:22])[CH:19]=3)[N:14]=[CH:13][CH:12]=2)[C:7](=[O:9])[CH:8]=1)=[O:4].O.[OH-].[Na+].[CH3:31][C:32]([C:40]1[CH:45]=[CH:44][C:43]([OH:46])=[CH:42][CH:41]=1)([C:34]1[CH:39]=[CH:38][CH:37]=[CH:36][CH:35]=1)[CH3:33]. (5) Given the product [Cl:8][C:9]1[CH:10]=[C:11]([C@@H:15]([OH:17])[CH3:16])[CH:12]=[CH:13][CH:14]=1, predict the reactants needed to synthesize it. The reactants are: C([O-])=O.[K+].C(O)=O.[Cl:8][C:9]1[CH:10]=[C:11]([C:15](=[O:17])[CH3:16])[CH:12]=[CH:13][CH:14]=1. (6) Given the product [CH3:20][CH:21]([NH:25][C:11](=[O:12])[C:10]1[CH:9]=[C:8]([F:7])[C:16]([O:17][CH3:18])=[C:15]([F:19])[CH:14]=1)[CH:22]([CH3:24])[CH3:23], predict the reactants needed to synthesize it. The reactants are: C(OCC)(=O)C.[F:7][C:8]1[CH:9]=[C:10]([CH:14]=[C:15]([F:19])[C:16]=1[O:17][CH3:18])[C:11](Cl)=[O:12].[CH3:20][CH:21]([NH2:25])[CH:22]([CH3:24])[CH3:23]. (7) Given the product [Cl:1][C:10]1[CH:15]=[CH:14][N:13]=[C:12]([C:16]2[N:24]=[C:23]([C:25](=[NH:26])[NH:2][OH:3])[N:22]=[C:21]3[C:17]=2[N:18]([CH2:27][C@H:28]2[CH2:33][CH2:32][C@H:31]([CH3:34])[CH2:30][CH2:29]2)[CH:19]=[N:20]3)[CH:11]=1, predict the reactants needed to synthesize it. The reactants are: [ClH:1].[NH2:2][OH:3].C(=O)(O)[O-].[Na+].Cl[C:10]1[CH:15]=[CH:14][N:13]=[C:12]([C:16]2[N:24]=[C:23]([C:25]#[N:26])[N:22]=[C:21]3[C:17]=2[N:18]([CH2:27][C@H:28]2[CH2:33][CH2:32][C@H:31]([CH3:34])[CH2:30][CH2:29]2)[CH:19]=[N:20]3)[CH:11]=1. (8) Given the product [CH3:1][O:2][C:3]1[CH:4]=[C:5]2[C:9](=[CH:10][CH:11]=1)[C:8](=[O:12])[N:7]([CH:13]([CH:19]([CH3:21])[CH3:20])[C:14]([OH:16])=[O:15])[CH2:6]2, predict the reactants needed to synthesize it. The reactants are: [CH3:1][O:2][C:3]1[CH:4]=[C:5]2[C:9](=[CH:10][CH:11]=1)[C:8](=[O:12])[N:7]([CH:13]([CH:19]([CH3:21])[CH3:20])[C:14]([O:16]CC)=[O:15])[CH2:6]2.[OH-].[Na+].